This data is from Forward reaction prediction with 1.9M reactions from USPTO patents (1976-2016). The task is: Predict the product of the given reaction. (1) The product is: [CH2:34]([N:36]([CH2:37][CH3:38])[C:28]([C:23]1[CH:24]=[N:25][C:26]2[C:21]([CH:22]=1)=[CH:20][CH:19]=[C:18]([NH:17][C:15]([C:10]1[C:9]([C:6]3[CH:7]=[CH:8][C:3]([C:2]([F:32])([F:1])[F:31])=[CH:4][CH:5]=3)=[CH:14][CH:13]=[CH:12][CH:11]=1)=[O:16])[CH:27]=2)=[O:29])[CH3:35]. Given the reactants [F:1][C:2]([F:32])([F:31])[C:3]1[CH:8]=[CH:7][C:6]([C:9]2[C:10]([C:15]([NH:17][C:18]3[CH:27]=[C:26]4[C:21]([CH:22]=[C:23]([C:28](O)=[O:29])[CH:24]=[N:25]4)=[CH:20][CH:19]=3)=[O:16])=[CH:11][CH:12]=[CH:13][CH:14]=2)=[CH:5][CH:4]=1.Cl.[CH2:34]([NH:36][CH2:37][CH3:38])[CH3:35].Cl.CN(C)CCCN=C=NCC.ON1C2C=CC=CC=2N=N1.C(N(CC)CC)C, predict the reaction product. (2) Given the reactants [CH3:1][O:2][C:3]1[C:11]2[O:10][C:9]([C:12]3([CH3:17])[O:16][CH2:15][CH2:14][O:13]3)=[CH:8][C:7]=2[C:6]([N+:18]([O-])=O)=[CH:5][CH:4]=1, predict the reaction product. The product is: [NH2:18][C:6]1[C:7]2[CH:8]=[C:9]([C:12]3([CH3:17])[O:13][CH2:14][CH2:15][O:16]3)[O:10][C:11]=2[C:3]([O:2][CH3:1])=[CH:4][CH:5]=1. (3) Given the reactants [C:1]([C:3]([C:6]1[CH:14]=[C:13]([CH3:15])[C:9]([C:10](O)=[O:11])=[C:8]([F:16])[CH:7]=1)([CH3:5])[CH3:4])#[N:2].C(N1C=CN=C1)([N:19]1C=CN=C1)=O.[OH-].[NH4+], predict the reaction product. The product is: [C:1]([C:3]([CH3:5])([CH3:4])[C:6]1[CH:14]=[C:13]([CH3:15])[C:9]([C:10]([NH2:19])=[O:11])=[C:8]([F:16])[CH:7]=1)#[N:2]. (4) The product is: [C:1]([C:5]1[N:13]=[C:12]2[C:8]([N:9]=[CH:10][N:11]2[CH2:23][C:18]2[C:17]([Cl:16])=[CH:22][CH:21]=[CH:20][N:19]=2)=[C:7]([Cl:14])[N:6]=1)([CH3:4])([CH3:2])[CH3:3]. Given the reactants [C:1]([C:5]1[N:13]=[C:12]2[C:8]([N:9]=[CH:10][NH:11]2)=[C:7]([Cl:14])[N:6]=1)([CH3:4])([CH3:3])[CH3:2].Cl.[Cl:16][C:17]1[C:18]([CH2:23]Cl)=[N:19][CH:20]=[CH:21][CH:22]=1, predict the reaction product. (5) Given the reactants [CH3:1][NH:2][C@@H:3]([C:14]1[CH:19]=[CH:18][C:17]([O:20][CH2:21][CH2:22][O:23]C2CCCCO2)=[CH:16][CH:15]=1)[CH2:4][N:5]1[CH2:9][CH2:8][C@H:7]([O:10][CH2:11][CH2:12][OH:13])[CH2:6]1.[Cl:30][C:31]1[CH:32]=[C:33]([CH2:38][C:39](O)=[O:40])[CH:34]=[CH:35][C:36]=1[Cl:37].C(N(CC)C(C)C)(C)C.F[B-](F)(F)F.N1(OC(N(C)C)=[N+](C)C)C2C=CC=CC=2N=N1.C1(C)C=CC(S(O)(=O)=O)=CC=1, predict the reaction product. The product is: [Cl:30][C:31]1[CH:32]=[C:33]([CH2:38][C:39]([N:2]([C@@H:3]([C:14]2[CH:15]=[CH:16][C:17]([O:20][CH2:21][CH2:22][OH:23])=[CH:18][CH:19]=2)[CH2:4][N:5]2[CH2:9][CH2:8][C@H:7]([O:10][CH2:11][CH2:12][OH:13])[CH2:6]2)[CH3:1])=[O:40])[CH:34]=[CH:35][C:36]=1[Cl:37]. (6) The product is: [Cl:1][C:2]1[N:3]=[CH:4][C:5]([C:6]([C:15]2[CH:16]=[CH:17][C:12]([O:11][CH3:10])=[CH:13][CH:14]=2)=[O:25])=[CH:8][CH:9]=1. Given the reactants [Cl:1][C:2]1[CH:9]=[CH:8][C:5]([C:6]#N)=[CH:4][N:3]=1.[CH3:10][O:11][C:12]1[CH:17]=[CH:16][C:15]([Mg]Br)=[CH:14][CH:13]=1.[NH4+].[Cl-].C1C[O:25]CC1, predict the reaction product. (7) Given the reactants FC(F)(F)C(O)=O.[CH3:8][NH:9][CH2:10][CH2:11][N:12]1[C:20]2[N:19]=[CH:18][NH:17][C:16]=2[C:15](=[O:21])[NH:14][C:13]1=[S:22].C(N(CC)CC)C.[N:30]1[C:39]2[C:34](=[CH:35][CH:36]=[CH:37][CH:38]=2)[C:33]([CH:40]=O)=[CH:32][CH:31]=1.C([BH3-])#N.[Na+], predict the reaction product. The product is: [CH3:8][N:9]([CH2:40][C:33]1[C:34]2[C:39](=[CH:38][CH:37]=[CH:36][CH:35]=2)[N:30]=[CH:31][CH:32]=1)[CH2:10][CH2:11][N:12]1[C:20]2[N:19]=[CH:18][NH:17][C:16]=2[C:15](=[O:21])[NH:14][C:13]1=[S:22].